Dataset: Full USPTO retrosynthesis dataset with 1.9M reactions from patents (1976-2016). Task: Predict the reactants needed to synthesize the given product. (1) Given the product [NH:12]1[CH:13]=[CH:14][C:10]([C:5]2[CH:6]=[CH:7][CH:8]=[CH:9][C:4]=2[NH2:1])=[N:11]1, predict the reactants needed to synthesize it. The reactants are: [N+:1]([C:4]1[CH:9]=[CH:8][CH:7]=[CH:6][C:5]=1[C:10]1[CH:14]=[CH:13][NH:12][N:11]=1)([O-])=O. (2) Given the product [NH2:1][C:2]1[CH:11]=[CH:10][C:5]([C:6]([O:8][CH3:9])=[O:7])=[CH:4][C:3]=1[C:12]#[C:13][C:19]1[CH:20]=[CH:15][N:16]([NH:25][CH3:23])[CH2:17][N:18]=1, predict the reactants needed to synthesize it. The reactants are: [NH2:1][C:2]1[CH:11]=[CH:10][C:5]([C:6]([O:8][CH3:9])=[O:7])=[CH:4][C:3]=1[C:12]#[CH:13].Cl[C:15]1[CH:20]=[CH:19][N:18]=[C:17](NC)[N:16]=1.[CH2:23]([N:25](CC)CC)C. (3) Given the product [F:1][C:2]1[CH:9]=[CH:8][C:5]([CH2:6][Si:11]([Cl:13])([Cl:12])[Cl:10])=[CH:4][CH:3]=1, predict the reactants needed to synthesize it. The reactants are: [F:1][C:2]1[CH:9]=[CH:8][C:5]([CH2:6]Cl)=[CH:4][CH:3]=1.[Cl:10][SiH:11]([Cl:13])[Cl:12]. (4) Given the product [Cl:71][C:59]1[CH:58]=[CH:57][C:56]([C:55]2[C:50]([C@@H:40]([NH:39][C:87](=[O:88])[CH2:86][N:83]3[C:82]4[CH:90]=[C:91]([CH3:92])[C:79]([CH3:78])=[CH:80][C:81]=4[N:85]=[CH:84]3)[CH2:41][C:42]3[CH:47]=[C:46]([F:48])[CH:45]=[C:44]([F:49])[CH:43]=3)=[N:51][C:52]([C:72]#[C:73][C:74]([OH:77])([CH3:75])[CH3:76])=[CH:53][CH:54]=2)=[C:64]2[C:60]=1[C:61]([NH:66][S:67]([CH3:70])(=[O:68])=[O:69])=[N:62][N:63]2[CH3:65], predict the reactants needed to synthesize it. The reactants are: BrC1C([C@@H](NC(=O)CN2C3C(F)(F)CCC(F)(F)C=3C(C(F)F)=N2)CC2C=C(F)C=C(F)C=2)=NC=C(Br)C=1.[NH2:39][C@H:40]([C:50]1[C:55]([C:56]2[CH:57]=[CH:58][C:59]([Cl:71])=[C:60]3[C:64]=2[N:63]([CH3:65])[N:62]=[C:61]3[NH:66][S:67]([CH3:70])(=[O:69])=[O:68])=[CH:54][CH:53]=[C:52]([C:72]#[C:73][C:74]([OH:77])([CH3:76])[CH3:75])[N:51]=1)[CH2:41][C:42]1[CH:47]=[C:46]([F:48])[CH:45]=[C:44]([F:49])[CH:43]=1.[CH3:78][C:79]1[C:91]([CH3:92])=[CH:90][C:82]2[N:83]([CH2:86][C:87](O)=[O:88])[CH:84]=[N:85][C:81]=2[CH:80]=1. (5) Given the product [C:18]1([C:24]2[O:32][C:31]3[CH:30]=[CH:29][N:28]([C:2]4[CH:3]=[C:4]5[C:8](=[CH:9][CH:10]=4)[N:7]([CH2:11][CH2:12][N:13]4[CH2:17][CH2:16][CH2:15][CH2:14]4)[N:6]=[CH:5]5)[C:27](=[O:33])[C:26]=3[CH:25]=2)[CH:19]=[CH:20][CH:21]=[CH:22][CH:23]=1, predict the reactants needed to synthesize it. The reactants are: I[C:2]1[CH:3]=[C:4]2[C:8](=[CH:9][CH:10]=1)[N:7]([CH2:11][CH2:12][N:13]1[CH2:17][CH2:16][CH2:15][CH2:14]1)[N:6]=[CH:5]2.[C:18]1([C:24]2[O:32][C:31]3[CH:30]=[CH:29][NH:28][C:27](=[O:33])[C:26]=3[CH:25]=2)[CH:23]=[CH:22][CH:21]=[CH:20][CH:19]=1.C([O-])([O-])=O.[Cs+].[Cs+].N[C@@H]1CCCC[C@H]1N.